Dataset: Forward reaction prediction with 1.9M reactions from USPTO patents (1976-2016). Task: Predict the product of the given reaction. (1) Given the reactants [C:1]1([Mg]Br)[CH:6]=[CH:5][CH:4]=[CH:3][CH:2]=1.[Br:9][CH2:10][CH2:11][CH2:12][CH2:13][C:14](Cl)=[O:15].[Cl-].[NH4+], predict the reaction product. The product is: [Br:9][CH2:10][CH2:11][CH2:12][CH2:13][C:14]([C:1]1[CH:6]=[CH:5][CH:4]=[CH:3][CH:2]=1)([C:1]1[CH:6]=[CH:5][CH:4]=[CH:3][CH:2]=1)[OH:15]. (2) Given the reactants [F:1][C:2]1[CH:7]=[CH:6][C:5]([C:8](=O)[CH2:9][CH2:10][N:11]2[CH2:16][CH2:15][CH2:14][CH:13]([C:17]3[S:18][CH:19]=[CH:20][N:21]=3)[CH2:12]2)=[CH:4][CH:3]=1.Cl.[CH3:24][O:25][NH2:26], predict the reaction product. The product is: [CH3:24][O:25][N:26]=[C:8]([C:5]1[CH:6]=[CH:7][C:2]([F:1])=[CH:3][CH:4]=1)[CH2:9][CH2:10][N:11]1[CH2:16][CH2:15][CH2:14][CH:13]([C:17]2[S:18][CH:19]=[CH:20][N:21]=2)[CH2:12]1. (3) Given the reactants [CH3:1][C:2]1([CH3:18])[N:6]([C:7]([O:9][C:10]([CH3:13])([CH3:12])[CH3:11])=[O:8])[C@@H:5]([C:14](OC)=[O:15])[CH2:4][O:3]1.[H-].[H-].[H-].[H-].[Li+].[Al+3], predict the reaction product. The product is: [OH:15][CH2:14][C@H:5]1[CH2:4][O:3][C:2]([CH3:1])([CH3:18])[N:6]1[C:7]([O:9][C:10]([CH3:13])([CH3:12])[CH3:11])=[O:8].